Dataset: Forward reaction prediction with 1.9M reactions from USPTO patents (1976-2016). Task: Predict the product of the given reaction. (1) The product is: [CH3:1][O:2][CH:11]([O:13][CH3:14])[CH2:9][C:8](=[O:10])[CH2:7][CH:6]([O:5][CH3:4])[O:20][CH3:22]. Given the reactants [CH3:1][O-:2].[Na+].[CH3:4][O:5][CH:6]=[CH:7][C:8](=[O:10])[CH3:9].[CH:11]([O:13][CH3:14])=O.S(=O)(=O)(O)O.[OH-:20].[Na+].[C:22]1(C)C=CC=CC=1, predict the reaction product. (2) Given the reactants Br[C:2]1[CH:3]=[CH:4][C:5](OCCCCCCC)=[C:6]([CH:38]=1)[C:7]([NH:9][C@@H:10]([CH2:14][C:15]1[CH:20]=[CH:19][C:18]([C:21]2[CH:26]=[CH:25][CH:24]=[CH:23][C:22]=2OC2C=CC(C(F)(F)F)=CC=2)=[CH:17][CH:16]=1)[C:11]([OH:13])=[O:12])=[O:8].[CH3:47][O:48][C:49]1[CH:54]=[CH:53][C:52](B(O)O)=[CH:51][CH:50]=1, predict the reaction product. The product is: [C:18]1([C:21]2[CH:22]=[CH:23][CH:24]=[CH:25][CH:26]=2)[CH:17]=[CH:16][C:15]([CH2:14][C@H:10]([NH:9][C:7]([C:6]2[CH:38]=[C:2]([C:52]3[CH:53]=[CH:54][C:49]([O:48][CH3:47])=[CH:50][CH:51]=3)[CH:3]=[CH:4][CH:5]=2)=[O:8])[C:11]([OH:13])=[O:12])=[CH:20][CH:19]=1. (3) Given the reactants [C:1]1(=[O:7])[CH2:6][CH2:5][CH2:4][CH2:3][CH2:2]1.[Cl:8][C:9]1[CH:16]=[CH:15][CH:14]=[C:13]([Cl:17])[C:10]=1[CH:11]=O, predict the reaction product. The product is: [Cl:8][C:9]1[CH:16]=[CH:15][CH:14]=[C:13]([Cl:17])[C:10]=1[CH:11]=[C:2]1[CH2:3][CH2:4][CH2:5][C:6](=[CH:11][C:10]2[C:9]([Cl:8])=[CH:16][CH:15]=[CH:14][C:13]=2[Cl:17])[C:1]1=[O:7]. (4) Given the reactants [NH2:1][C:2]1[CH:3]=[C:4]([CH:14]=[CH:15][CH:16]=1)[CH2:5][NH:6][C:7](=[O:13])[O:8][C:9]([CH3:12])([CH3:11])[CH3:10].N1C2C=CC=C[C:20]=2N=N1.C=O.[BH4-].[Na+].C(=O)([O-])O.[Na+], predict the reaction product. The product is: [CH3:20][NH:1][C:2]1[CH:3]=[C:4]([CH:14]=[CH:15][CH:16]=1)[CH2:5][NH:6][C:7](=[O:13])[O:8][C:9]([CH3:12])([CH3:11])[CH3:10]. (5) Given the reactants [C:1]([C:5]1[CH:10]=[CH:9][C:8]([CH2:11][C:12]#[N:13])=[CH:7][CH:6]=1)([CH3:4])([CH3:3])[CH3:2].C[Si]([N-][Si](C)(C)C)(C)C.[Li+].[C:24]([C:28]1[CH:35]=[CH:34][C:31]([CH2:32]Br)=[CH:30][CH:29]=1)([CH3:27])([CH3:26])[CH3:25], predict the reaction product. The product is: [C:1]([C:5]1[CH:6]=[CH:7][C:8]([CH:11]([CH2:32][C:31]2[CH:34]=[CH:35][C:28]([C:24]([CH3:27])([CH3:26])[CH3:25])=[CH:29][CH:30]=2)[C:12]#[N:13])=[CH:9][CH:10]=1)([CH3:4])([CH3:2])[CH3:3]. (6) Given the reactants [CH3:1][N:2]1[C:6]([NH2:7])=[CH:5][C:4]([C:8]2[CH:13]=[CH:12][CH:11]=[CH:10][N:9]=2)=[N:3]1.[Br:14][C:15]1[CH:22]=[CH:21][C:18]([CH:19]=O)=[C:17]([CH3:23])[CH:16]=1.[C:24](O)(=[O:27])[CH2:25][SH:26], predict the reaction product. The product is: [Br:14][C:15]1[CH:22]=[CH:21][C:18]([CH:19]2[S:26][CH2:25][C:24](=[O:27])[NH:7][C:6]3[N:2]([CH3:1])[N:3]=[C:4]([C:8]4[CH:13]=[CH:12][CH:11]=[CH:10][N:9]=4)[C:5]2=3)=[C:17]([CH3:23])[CH:16]=1. (7) The product is: [F:20][C:16]1([F:19])[CH2:15][CH2:14][CH:13]([CH2:12][C:21]#[N:22])[CH2:18][CH2:17]1. Given the reactants CC1C=CC(S(O[CH2:12][CH:13]2[CH2:18][CH2:17][C:16]([F:20])([F:19])[CH2:15][CH2:14]2)(=O)=O)=CC=1.[C-:21]#[N:22].[Na+], predict the reaction product. (8) Given the reactants [CH3:1][N:2]([CH2:4][C:5]1[C:13]2[O:12][N:11]=[C:10]([CH2:14][CH2:15][CH:16]3[CH2:21][CH2:20][N:19]([CH2:22][CH:23]4[O:27][CH2:26][CH2:25][O:24]4)[CH2:18][CH2:17]3)[C:9]=2[CH:8]=[CH:7][C:6]=1[O:28][CH2:29][C:30]1[CH:35]=[CH:34][C:33]([F:36])=[CH:32][CH:31]=1)[CH3:3].[BrH:37], predict the reaction product. The product is: [BrH:37].[BrH:37].[CH3:1][N:2]([CH2:4][C:5]1[C:13]2[O:12][N:11]=[C:10]([CH2:14][CH2:15][CH:16]3[CH2:21][CH2:20][N:19]([CH2:22][CH:23]4[O:27][CH2:26][CH2:25][O:24]4)[CH2:18][CH2:17]3)[C:9]=2[CH:8]=[CH:7][C:6]=1[O:28][CH2:29][C:30]1[CH:35]=[CH:34][C:33]([F:36])=[CH:32][CH:31]=1)[CH3:3]. (9) Given the reactants [Br:1][C:2]1[CH:7]=[CH:6][C:5]([S:8]([N:11]2[CH2:16][CH2:15][C:14]([CH2:18][NH:19][CH:20]3[CH2:23][O:22][CH2:21]3)([OH:17])[CH2:13][CH2:12]2)(=[O:10])=[O:9])=[CH:4][CH:3]=1.C(N(CC)C(C)C)(C)C.Cl[CH2:34][C:35](Cl)=[O:36].[H-].[Na+], predict the reaction product. The product is: [Br:1][C:2]1[CH:7]=[CH:6][C:5]([S:8]([N:11]2[CH2:16][CH2:15][C:14]3([O:17][CH2:34][C:35](=[O:36])[N:19]([CH:20]4[CH2:23][O:22][CH2:21]4)[CH2:18]3)[CH2:13][CH2:12]2)(=[O:9])=[O:10])=[CH:4][CH:3]=1. (10) Given the reactants C([SiH2][O:6][C:7](C)(C)[C:8]1[CH:9]=[C:10](OS(C(F)(F)F)(=O)=O)[CH:11]=[N:12][CH:13]=1)(C)(C)C.B1(B2OC(C)(C)C(C)(C)O2)OC(C)(C)C(C)(C)O1.C([O-])(=O)C.[K+].C(=O)([O-])[O-].[Na+].[Na+].[F:53][C:54]([F:88])([F:87])[C:55]1[CH:56]=[C:57]([C:65]([CH3:86])([CH3:85])[C:66]([N:68]([C:70]2[CH:71]=[N:72][C:73](Cl)=[CH:74][C:75]=2[C:76]2[CH:81]=[CH:80][C:79]([F:82])=[CH:78][C:77]=2[CH3:83])[CH3:69])=[O:67])[CH:58]=[C:59]([C:61]([F:64])([F:63])[F:62])[CH:60]=1, predict the reaction product. The product is: [F:64][C:61]([F:62])([F:63])[C:59]1[CH:58]=[C:57]([C:65]([CH3:86])([CH3:85])[C:66]([N:68]([C:70]2[C:75]([C:76]3[CH:81]=[CH:80][C:79]([F:82])=[CH:78][C:77]=3[CH3:83])=[CH:74][C:73]([C:10]3[CH:11]=[N:12][CH:13]=[C:8]([CH2:7][OH:6])[CH:9]=3)=[N:72][CH:71]=2)[CH3:69])=[O:67])[CH:56]=[C:55]([C:54]([F:88])([F:53])[F:87])[CH:60]=1.